Dataset: Reaction yield outcomes from USPTO patents with 853,638 reactions. Task: Predict the reaction yield, written as a fraction of the theoretical maximum amount of product (1.0 means a 100% yield; for example, 0.34 means a 34% yield). (1) The reactants are [CH2:1]([O:3][C:4](=[O:17])[CH2:5][C:6]1[N:7]=[C:8]([SH:16])[S:9][C:10]=1[C:11]([O:13][CH2:14][CH3:15])=[O:12])[CH3:2].CI.[C:20]([O-])([O-])=O.[K+].[K+]. The catalyst is CC(C)=O. The product is [CH2:1]([O:3][C:4](=[O:17])[CH2:5][C:6]1[N:7]=[C:8]([S:16][CH3:20])[S:9][C:10]=1[C:11]([O:13][CH2:14][CH3:15])=[O:12])[CH3:2]. The yield is 0.500. (2) The reactants are [C:1]1([CH2:7][CH2:8][C:9]2[NH:21][C:12]3[N:13]=[CH:14][CH:15]=[C:16]([C:17]([NH:19][NH2:20])=[O:18])[C:11]=3[CH:10]=2)[CH:6]=[CH:5][CH:4]=[CH:3][CH:2]=1.[N:22]#[C:23]Br. The catalyst is CN(C)C(=O)C.C(OCC)(=O)C. The product is [C:1]1([CH2:7][CH2:8][C:9]2[NH:21][C:12]3=[N:13][CH:14]=[CH:15][C:16]([C:17]4[O:18][C:23]([NH2:22])=[N:20][N:19]=4)=[C:11]3[CH:10]=2)[CH:6]=[CH:5][CH:4]=[CH:3][CH:2]=1. The yield is 0.440. (3) The reactants are [Cl:1][C:2]1[CH:29]=[CH:28][C:5]([CH2:6][N:7]2[C:12](=[O:13])[C:11]([C:14]([OH:16])=[O:15])=[N:10][N:9]([C:17]3[CH:22]=[CH:21][CH:20]=[C:19]([NH:23][C:24](=[O:26])[CH3:25])[CH:18]=3)[C:8]2=[O:27])=[CH:4][CH:3]=1.[CH:30](O)([CH3:32])[CH3:31]. The catalyst is S(=O)(=O)(O)O.C([O-])(O)=O.[Na+]. The product is [Cl:1][C:2]1[CH:29]=[CH:28][C:5]([CH2:6][N:7]2[C:12](=[O:13])[C:11]([C:14]([O:16][CH:30]([CH3:32])[CH3:31])=[O:15])=[N:10][N:9]([C:17]3[CH:22]=[CH:21][CH:20]=[C:19]([NH:23][C:24](=[O:26])[CH3:25])[CH:18]=3)[C:8]2=[O:27])=[CH:4][CH:3]=1. The yield is 0.300. (4) The reactants are Cl.[NH2:2][CH2:3][C:4]([CH3:7])([SH:6])[CH3:5].C(N(CC)CC)C.[C:15]1(=[O:22])[O:21][C:19](=[O:20])[CH2:18][O:17][CH2:16]1. The catalyst is C(Cl)Cl. The product is [CH3:5][C:4]([SH:6])([CH3:7])[CH2:3][NH:2][C:19]([CH2:18][O:17][CH2:16][C:15]([OH:22])=[O:21])=[O:20]. The yield is 0.840. (5) The reactants are C[O:2][C:3]1[CH:8]=[CH:7][C:6]([S:9]([N:12]2[CH2:17][CH2:16][O:15][C:14]3[CH:18]=[CH:19][N:20]=[CH:21][C:13]2=3)(=[O:11])=[O:10])=[CH:5][CH:4]=1.B(Br)(Br)Br.C(=O)([O-])O.[Na+].Cl. The catalyst is ClCCl. The product is [O:15]1[CH2:16][CH2:17][N:12]([S:9]([C:6]2[CH:7]=[CH:8][C:3]([OH:2])=[CH:4][CH:5]=2)(=[O:10])=[O:11])[C:13]2[CH:21]=[N:20][CH:19]=[CH:18][C:14]1=2. The yield is 0.562.